The task is: Predict which catalyst facilitates the given reaction.. This data is from Catalyst prediction with 721,799 reactions and 888 catalyst types from USPTO. (1) Reactant: C(OC([N:8]1[CH2:12][CH2:11][C@H:10]([O:13][NH2:14])[CH2:9]1)=O)(C)(C)C.[ClH:15]. Product: [ClH:15].[ClH:15].[NH:8]1[CH2:12][CH2:11][C@H:10]([O:13][NH2:14])[CH2:9]1. The catalyst class is: 25. (2) Reactant: [Br:1][C:2]1[CH:3]=[C:4]([CH:13]=[CH:14][C:15]=1[NH:16][C:17](=[O:19])[CH3:18])[C:5]([C:7]1C=CC=CC=1)=[O:6].[BH4-].[Na+]. Product: [Br:1][C:2]1[CH:3]=[C:4]([CH:5]([OH:6])[CH3:7])[CH:13]=[CH:14][C:15]=1[NH:16][C:17](=[O:19])[CH3:18]. The catalyst class is: 191. (3) Reactant: [Cl:1][C:2]1[CH:24]=[CH:23][C:5]2[N:6]=[C:7]([NH:9][C:10]3[N:14]([CH3:15])[C:13]4[CH:16]=[CH:17][C:18]([C:20]([OH:22])=O)=[CH:19][C:12]=4[N:11]=3)[S:8][C:4]=2[CH:3]=1.[N:25]1([CH2:31][CH2:32][OH:33])[CH2:30][CH2:29][NH:28][CH2:27][CH2:26]1.CN(C(ON1N=NC2C=CC=CC1=2)=[N+](C)C)C.F[P-](F)(F)(F)(F)F.CCN(C(C)C)C(C)C. Product: [Cl:1][C:2]1[CH:24]=[CH:23][C:5]2[N:6]=[C:7]([NH:9][C:10]3[N:14]([CH3:15])[C:13]4[CH:16]=[CH:17][C:18]([C:20]([N:28]5[CH2:29][CH2:30][N:25]([CH2:31][CH2:32][OH:33])[CH2:26][CH2:27]5)=[O:22])=[CH:19][C:12]=4[N:11]=3)[S:8][C:4]=2[CH:3]=1. The catalyst class is: 3. (4) Product: [CH2:1]([N:8]1[CH2:12][CH2:11][CH:10]([CH2:13][Cl:17])[CH2:9]1)[C:2]1[CH:7]=[CH:6][CH:5]=[CH:4][CH:3]=1. Reactant: [CH2:1]([N:8]1[CH2:12][CH2:11][CH:10]([CH2:13]O)[CH2:9]1)[C:2]1[CH:7]=[CH:6][CH:5]=[CH:4][CH:3]=1.S(Cl)([Cl:17])=O. The catalyst class is: 22. (5) Reactant: Br[CH2:2][CH2:3][CH2:4][CH2:5][CH2:6][CH2:7][CH2:8][CH2:9][CH2:10][CH2:11][CH2:12][CH2:13][CH2:14][CH2:15][CH2:16][C:17]([OH:19])=[O:18].[SH:20][CH2:21][CH2:22][CH2:23][OH:24].N1(C2CCCCCCCCCC2)CCCN=CCCCCC1. Product: [OH:24][CH2:23][CH2:22][CH2:21][S:20][CH2:2][CH2:3][CH2:4][CH2:5][CH2:6][CH2:7][CH2:8][CH2:9][CH2:10][CH2:11][CH2:12][CH2:13][CH2:14][CH2:15][CH2:16][C:17]([OH:19])=[O:18]. The catalyst class is: 589. (6) The catalyst class is: 353. Reactant: C([O:3][C:4](=[O:30])[CH:5]([O:8][C:9]1[CH:14]=[CH:13][C:12]([O:15][CH2:16][CH2:17][C:18]2[N:19]=[C:20]([C:24]3[CH:29]=[CH:28][CH:27]=[CH:26][CH:25]=3)[O:21][C:22]=2[CH3:23])=[CH:11][CH:10]=1)[CH2:6][CH3:7])C.[OH-].[Na+]. Product: [CH3:23][C:22]1[O:21][C:20]([C:24]2[CH:25]=[CH:26][CH:27]=[CH:28][CH:29]=2)=[N:19][C:18]=1[CH2:17][CH2:16][O:15][C:12]1[CH:11]=[CH:10][C:9]([O:8][CH:5]([CH2:6][CH3:7])[C:4]([OH:30])=[O:3])=[CH:14][CH:13]=1.